This data is from Forward reaction prediction with 1.9M reactions from USPTO patents (1976-2016). The task is: Predict the product of the given reaction. (1) Given the reactants C(O)(=[O:3])C.[C:5]1([CH:11]([OH:14])[CH2:12][OH:13])[CH:10]=[CH:9][CH:8]=[CH:7][CH:6]=1.C(#N)C.FC(F)(F)C(O)=O, predict the reaction product. The product is: [C:12]([OH:3])(=[O:13])[CH:11]([C:5]1[CH:10]=[CH:9][CH:8]=[CH:7][CH:6]=1)[OH:14]. (2) The product is: [CH2:31]([N:32]([CH3:33])[CH2:2][CH2:3][CH2:4][O:5][CH2:6][C@H:7]1[CH2:12][CH2:11][C@H:10]([N:13]([CH3:27])[S:14]([C:17]2[CH:22]=[CH:21][C:20]([C:23]([F:26])([F:25])[F:24])=[CH:19][CH:18]=2)(=[O:16])=[O:15])[CH2:9][CH2:8]1)[CH:28]=[CH2:29]. Given the reactants Br[CH2:2][CH2:3][CH2:4][O:5][CH2:6][C@H:7]1[CH2:12][CH2:11][C@H:10]([N:13]([CH3:27])[S:14]([C:17]2[CH:22]=[CH:21][C:20]([C:23]([F:26])([F:25])[F:24])=[CH:19][CH:18]=2)(=[O:16])=[O:15])[CH2:9][CH2:8]1.[CH2:28]([CH2:31][NH2:32])[CH:29]=C.[CH3:33]C(N(C)C)=O, predict the reaction product. (3) Given the reactants Cl[C:2]1[N:13]=[CH:12][CH:11]=[CH:10][C:3]=1[C:4]([NH:6][CH2:7][C:8]#[CH:9])=[O:5].[F:14][C:15]1[CH:16]=[C:17]([CH:19]=[CH:20][CH:21]=1)[NH2:18], predict the reaction product. The product is: [F:14][C:15]1[CH:16]=[C:17]([NH:18][C:2]2[N:13]=[CH:12][CH:11]=[CH:10][C:3]=2[C:4]([NH:6][CH2:7][C:8]#[CH:9])=[O:5])[CH:19]=[CH:20][CH:21]=1. (4) Given the reactants [O:1]1[CH2:5][CH:4]=[CH:3][C@H:2]1[C@H:6]([OH:19])[CH2:7][NH:8]C(=O)OCC1C=CC=CC=1.[Cl-].[NH4+].CC1C=CC(S(O[C@H]2CO[C@@H]3[C@@H](Br)CO[C@H]23)(=O)=O)=CC=1.N, predict the reaction product. The product is: [NH2:8][CH2:7][C@H:6]([C@@H:2]1[CH:3]=[CH:4][CH2:5][O:1]1)[OH:19].